Dataset: Catalyst prediction with 721,799 reactions and 888 catalyst types from USPTO. Task: Predict which catalyst facilitates the given reaction. (1) Reactant: [CH2:1]([C:3]1[CH:8]=[CH:7][CH:6]=[CH:5][C:4]=1[N:9]1[CH2:14][CH2:13][NH:12][CH2:11][CH2:10]1)[CH3:2].[CH:15]1[C:24]2[C:19](=[CH:20][CH:21]=[CH:22][CH:23]=2)[CH:18]=[CH:17][C:16]=1[S:25](Cl)(=[O:27])=[O:26].C(N(C(C)C)CC)(C)C. Product: [CH2:1]([C:3]1[CH:8]=[CH:7][CH:6]=[CH:5][C:4]=1[N:9]1[CH2:10][CH2:11][N:12]([S:25]([C:16]2[CH:17]=[CH:18][C:19]3[C:24](=[CH:23][CH:22]=[CH:21][CH:20]=3)[CH:15]=2)(=[O:27])=[O:26])[CH2:13][CH2:14]1)[CH3:2]. The catalyst class is: 4. (2) Reactant: [Cl:1][C:2]1[C:12]([Cl:13])=[CH:11][CH:10]=[CH:9][C:3]=1[CH:4]=[CH:5][C:6]([OH:8])=[O:7].[Mg].[Cl-].[NH4+]. The catalyst class is: 5. Product: [Cl:1][C:2]1[C:12]([Cl:13])=[CH:11][CH:10]=[CH:9][C:3]=1[CH2:4][CH2:5][C:6]([OH:8])=[O:7]. (3) Reactant: [CH2:1]([NH2:9])[CH2:2][CH2:3][CH2:4][CH2:5][CH2:6][CH2:7][CH3:8].[C:10]([OH:15])(=[O:14])[CH:11]([CH3:13])[OH:12].[N:16]#[C:17][NH2:18]. Product: [C:10]([O-:15])(=[O:14])[CH:11]([CH3:13])[OH:12].[CH2:1]([NH:9][C:17]([NH2:18])=[NH2+:16])[CH2:2][CH2:3][CH2:4][CH2:5][CH2:6][CH2:7][CH3:8]. The catalyst class is: 51. (4) Reactant: C([N:8]([C@@H:31]([CH2:34][C:35]1[CH:40]=[CH:39][C:38]([O:41][C:42]2[C:51]3[C:46](=[CH:47][CH:48]=[C:49]([F:52])[CH:50]=3)[N:45]=[CH:44][CH:43]=2)=[CH:37][CH:36]=1)[CH2:32][OH:33])[CH2:9][C@@H:10]([C:12]1[CH:13]=[CH:14][C:15]([O:23]CC2C=CC=CC=2)=[C:16]([NH:18][S:19]([CH3:22])(=[O:21])=[O:20])[CH:17]=1)[OH:11])C1C=CC=CC=1. Product: [OH:23][C:15]1[CH:14]=[CH:13][C:12]([C@@H:10]([OH:11])[CH2:9][NH:8][C@@H:31]([CH2:34][C:35]2[CH:36]=[CH:37][C:38]([O:41][C:42]3[C:51]4[C:46](=[CH:47][CH:48]=[C:49]([F:52])[CH:50]=4)[N:45]=[CH:44][CH:43]=3)=[CH:39][CH:40]=2)[CH2:32][OH:33])=[CH:17][C:16]=1[NH:18][S:19]([CH3:22])(=[O:21])=[O:20]. The catalyst class is: 19.